From a dataset of Full USPTO retrosynthesis dataset with 1.9M reactions from patents (1976-2016). Predict the reactants needed to synthesize the given product. Given the product [CH2:17]([N:16]1[CH2:13][CH2:11][CH2:19][C:20]2[NH:21][C:22]3[C:23]([C:28]4[CH:15]=[N:16][CH:17]=[CH:38][CH:39]=4)=[CH:24][CH:25]=[CH:26][C:27]=3[C:28]=2[CH2:15]1)[C:18]1[CH:24]=[CH:23][CH:22]=[CH:27][CH:26]=1, predict the reactants needed to synthesize it. The reactants are: [BH-](O[C:11]([CH3:13])=O)(OC(C)=O)OC(C)=O.[Na+].[CH2:15]1[C:28]2[C:27]3[CH:26]=[CH:25][CH:24]=[CH:23][C:22]=3[NH:21][C:20]=2[CH2:19][CH2:18][CH2:17][NH:16]1.O.C([O-])([O-])=O.[K+].[K+].O.Cl[CH:38](Cl)[CH3:39].